From a dataset of Forward reaction prediction with 1.9M reactions from USPTO patents (1976-2016). Predict the product of the given reaction. (1) Given the reactants C(OC(=O)[NH:7][C@@H:8]1[CH2:12][CH2:11][CH2:10][C@H:9]1[C:13]([NH:15][NH:16][C:17]([C@@H:19]1[CH2:25][CH2:24][C@@H:23]2[CH2:26][N:20]1[C:21](=[O:32])[N:22]2[O:27][S:28]([OH:31])(=[O:30])=[O:29])=[O:18])=[O:14])(C)(C)C.[C:34]([OH:40])([C:36]([F:39])([F:38])[F:37])=[O:35], predict the reaction product. The product is: [F:37][C:36]([F:39])([F:38])[C:34]([OH:40])=[O:35].[NH2:7][C@@H:8]1[CH2:12][CH2:11][CH2:10][C@H:9]1[C:13]([NH:15][NH:16][C:17]([C@@H:19]1[CH2:25][CH2:24][C@@H:23]2[CH2:26][N:20]1[C:21](=[O:32])[N:22]2[O:27][S:28]([OH:31])(=[O:30])=[O:29])=[O:18])=[O:14]. (2) Given the reactants [CH3:1][C:2]1[C:7]2[C:8](=[O:13])[NH:9][CH2:10][CH2:11][O:12][C:6]=2[CH:5]=[CH:4][C:3]=1[C:14]([O:16]C)=[O:15].[H-].[Na+].[CH2:20]([O:27][C:28]1[C:33]([CH2:34]Cl)=[C:32]([CH3:36])[CH:31]=[C:30]([CH3:37])[N:29]=1)[C:21]1[CH:26]=[CH:25][CH:24]=[CH:23][CH:22]=1.O, predict the reaction product. The product is: [CH2:20]([O:27][C:28]1[C:33]([CH2:34][N:9]2[C:8](=[O:13])[C:7]3[C:2]([CH3:1])=[C:3]([C:14]([OH:16])=[O:15])[CH:4]=[CH:5][C:6]=3[O:12][CH2:11][CH2:10]2)=[C:32]([CH3:36])[CH:31]=[C:30]([CH3:37])[N:29]=1)[C:21]1[CH:26]=[CH:25][CH:24]=[CH:23][CH:22]=1. (3) Given the reactants [Cl:1][C:2]1[CH:23]=[C:22]([Cl:24])[CH:21]=[CH:20][C:3]=1[CH2:4][O:5][C:6]1[CH:11]=[C:10]([O:12][CH:13]([CH3:15])[CH3:14])[CH:9]=[CH:8][C:7]=1[CH2:16][CH2:17][CH2:18][OH:19].O[C:26]1[CH:30]=[C:29]([CH2:31][CH2:32][C:33]([O:35]CC)=[O:34])[N:28]([CH3:38])[N:27]=1.C(P(CCCC)CCCC)CCC.N(C(N1CCCCC1)=O)=NC(N1CCCCC1)=O.O1CCCC1CO.[OH-].[Na+].Cl, predict the reaction product. The product is: [Cl:1][C:2]1[CH:23]=[C:22]([Cl:24])[CH:21]=[CH:20][C:3]=1[CH2:4][O:5][C:6]1[CH:11]=[C:10]([O:12][CH:13]([CH3:14])[CH3:15])[CH:9]=[CH:8][C:7]=1[CH2:16][CH2:17][CH2:18][O:19][C:26]1[CH:30]=[C:29]([CH2:31][CH2:32][C:33]([OH:35])=[O:34])[N:28]([CH3:38])[N:27]=1. (4) Given the reactants [NH2:1][C:2]1[CH:7]=[CH:6][CH:5]=[CH:4][C:3]=1[CH:8]1[C:17]([CH3:19])([CH3:18])[CH2:16][C:15]2[C:10](=[CH:11][CH:12]=[C:13]([C:20]([O:22][CH3:23])=[O:21])[CH:14]=2)[NH:9]1.C(N(CC)C(C)C)(C)C.[N:33]1[CH:38]=[CH:37][CH:36]=[CH:35][C:34]=1[C:39](Cl)=[O:40], predict the reaction product. The product is: [CH3:19][C:17]1([CH3:18])[CH2:16][C:15]2[C:10](=[CH:11][CH:12]=[C:13]([C:20]([O:22][CH3:23])=[O:21])[CH:14]=2)[NH:9][CH:8]1[C:3]1[CH:4]=[CH:5][CH:6]=[CH:7][C:2]=1[NH:1][C:39](=[O:40])[C:34]1[CH:35]=[CH:36][CH:37]=[CH:38][N:33]=1. (5) Given the reactants Cl[C:2]1[CH:7]=[CH:6][C:5]([C:8]2[S:9][C:10]3[N:11]=[CH:12][N:13]=[CH:14][C:15]=3[N:16]=2)=[CH:4][C:3]=1[C:17]#[N:18].[F:19][C:20]1[CH:25]=[CH:24][CH:23]=[CH:22][C:21]=1[OH:26].[H-].[Na+].O, predict the reaction product. The product is: [C:17]([C:3]1[CH:4]=[C:5]([C:8]2[S:9][C:10]3[N:11]=[CH:12][N:13]=[CH:14][C:15]=3[N:16]=2)[CH:6]=[CH:7][C:2]=1[O:26][C:21]1[CH:22]=[CH:23][CH:24]=[CH:25][C:20]=1[F:19])#[N:18]. (6) The product is: [ClH:7].[Cl:7][C:27]1[CH:17]=[C:16]([NH:15][C:14]2[C:37]3[CH:38]=[CH:18][N:9]([CH3:8])[C:10]=3[C:11]([C:39]([N:1]3[CH2:6][CH2:5][O:4][CH2:3][CH2:2]3)=[O:42])=[CH:12][N:13]=2)[CH:24]=[CH:29][CH:28]=1. Given the reactants [NH:1]1[CH2:6][CH2:5][O:4][CH2:3][CH2:2]1.[ClH:7].[CH3:8][N:9]([CH3:18])[CH2:10][CH2:11][CH2:12][N:13]=[C:14]=[N:15][CH2:16][CH3:17].O.ON1C2C=[CH:27][CH:28]=[CH:29][C:24]=2N=N1.C(N([CH2:37][CH3:38])C(C)C)(C)C.[C:39](=[O:42])(O)[O-].[Na+].Cl, predict the reaction product. (7) Given the reactants [F:1][C:2]1[CH:28]=[N:27][C:26]2[C:4](=[N:5][N:6]3[C:11]([CH:12]4[CH2:17][CH2:16][N:15](C(OC(C)(C)C)=O)[CH2:14][CH2:13]4)=[CH:10][C:9](=[O:25])[NH:8][C:7]3=2)[CH:3]=1.[ClH:29], predict the reaction product. The product is: [ClH:29].[F:1][C:2]1[CH:28]=[N:27][C:26]2[C:4](=[N:5][N:6]3[C:11]([CH:12]4[CH2:17][CH2:16][NH:15][CH2:14][CH2:13]4)=[CH:10][C:9](=[O:25])[NH:8][C:7]3=2)[CH:3]=1. (8) Given the reactants [NH2:1][C:2]1[CH:7]=[CH:6][C:5]([CH3:8])=[CH:4][CH:3]=1.[H-].[Na+].F[C:12]1[CH:17]=[CH:16][CH:15]=[CH:14][C:13]=1[N+:18]([O-:20])=[O:19], predict the reaction product. The product is: [CH3:8][C:5]1[CH:6]=[CH:7][C:2]([NH:1][C:12]2[CH:17]=[CH:16][CH:15]=[CH:14][C:13]=2[N+:18]([O-:20])=[O:19])=[CH:3][CH:4]=1. (9) Given the reactants [CH3:1][C:2]1[C:11]2[O:10][CH:9]([C:12]3[CH:17]=[CH:16][CH:15]=[CH:14][CH:13]=3)[C:8](=[O:18])[N:7]([CH2:19][CH2:20][CH:21]=[O:22])[C:6]=2[CH:5]=[CH:4][CH:3]=1.CC(=CC)C.P([O-])(O)(O)=[O:29].[Na+].Cl([O-])=O.[Na+].Cl, predict the reaction product. The product is: [CH3:1][C:2]1[C:11]2[O:10][CH:9]([C:12]3[CH:17]=[CH:16][CH:15]=[CH:14][CH:13]=3)[C:8](=[O:18])[N:7]([CH2:19][CH2:20][C:21]([OH:29])=[O:22])[C:6]=2[CH:5]=[CH:4][CH:3]=1. (10) Given the reactants [CH:1]1([N:5]2[CH2:11][CH2:10][C:9]3[S:12][C:13]([CH:15]4[CH2:20][CH2:19][NH:18][CH2:17][CH2:16]4)=[N:14][C:8]=3[CH2:7][CH2:6]2)[CH2:4][CH2:3][CH2:2]1.[N:21]1([C:26](Cl)=[O:27])[CH2:25][CH2:24][CH2:23][CH2:22]1, predict the reaction product. The product is: [CH:1]1([N:5]2[CH2:11][CH2:10][C:9]3[S:12][C:13]([CH:15]4[CH2:20][CH2:19][N:18]([C:26]([N:21]5[CH2:25][CH2:24][CH2:23][CH2:22]5)=[O:27])[CH2:17][CH2:16]4)=[N:14][C:8]=3[CH2:7][CH2:6]2)[CH2:2][CH2:3][CH2:4]1.